From a dataset of Reaction yield outcomes from USPTO patents with 853,638 reactions. Predict the reaction yield, written as a fraction of the theoretical maximum amount of product (1.0 means a 100% yield; for example, 0.34 means a 34% yield). The reactants are CON(C)[C:4](=[O:16])[CH2:5][C@H:6]([NH:8][C:9](=[O:15])[O:10][C:11]([CH3:14])([CH3:13])[CH3:12])[CH3:7].[H-].[H-].[H-].[H-].[Li+].[Al+3].C1COCC1. The catalyst is CCOCC. The product is [O:16]=[CH:4][CH2:5][C@H:6]([NH:8][C:9](=[O:15])[O:10][C:11]([CH3:14])([CH3:13])[CH3:12])[CH3:7]. The yield is 0.840.